This data is from Forward reaction prediction with 1.9M reactions from USPTO patents (1976-2016). The task is: Predict the product of the given reaction. (1) The product is: [NH2:23][C:24]1[N:29]=[CH:28][C:27]([CH:30]=[CH:31][C:32]([N:16]2[CH2:17][CH2:18][N:13]([CH2:12][C:8]3[CH:7]=[C:6]4[C:11]([C:2]([NH2:1])=[N:3][CH:4]=[N:5]4)=[CH:10][CH:9]=3)[C:14](=[O:22])[C@@H:15]2[CH2:19][CH2:20][CH3:21])=[O:33])=[CH:26][CH:25]=1. Given the reactants [NH2:1][C:2]1[C:11]2[C:6](=[CH:7][C:8]([CH2:12][N:13]3[CH2:18][CH2:17][NH:16][CH:15]([CH2:19][CH2:20][CH3:21])[C:14]3=[O:22])=[CH:9][CH:10]=2)[N:5]=[CH:4][N:3]=1.[NH2:23][C:24]1[N:29]=[CH:28][C:27]([CH:30]=[CH:31][C:32](O)=[O:33])=[CH:26][CH:25]=1, predict the reaction product. (2) Given the reactants Br[C:2]1[CH:23]=[CH:22][C:5]([C:6]([NH:8][S:9]([C:12]2[CH:17]=[CH:16][CH:15]=[CH:14][C:13]=2[S:18](=[O:21])(=[O:20])[NH2:19])(=[O:11])=[O:10])=[O:7])=[CH:4][C:3]=1[O:24][CH2:25][CH2:26][O:27][CH2:28][C:29]([F:32])([F:31])[F:30].[CH3:33][C:34]([CH3:38])([CH3:37])[C:35]#[CH:36], predict the reaction product. The product is: [CH3:33][C:34]([CH3:38])([CH3:37])[C:35]#[C:36][C:2]1[CH:23]=[CH:22][C:5]([C:6]([NH:8][S:9]([C:12]2[CH:17]=[CH:16][CH:15]=[CH:14][C:13]=2[S:18](=[O:21])(=[O:20])[NH2:19])(=[O:11])=[O:10])=[O:7])=[CH:4][C:3]=1[O:24][CH2:25][CH2:26][O:27][CH2:28][C:29]([F:32])([F:31])[F:30]. (3) Given the reactants [NH2:1][C:2]1[N:7]=[C:6]([Cl:8])[CH:5]=[C:4]([NH2:9])[N:3]=1.[NH:10]1[CH2:15][CH2:14][O:13][CH2:12][CH2:11]1.[N:16]([O-])=O.[Na+].C(O)(=O)C.[OH-].[Na+].[O-]S(S([O-])=O)=O.[Na+].[Na+], predict the reaction product. The product is: [ClH:8].[ClH:8].[NH2:1][C:2]1[N:7]=[C:6]([N:10]2[CH2:15][CH2:14][O:13][CH2:12][CH2:11]2)[C:5]([NH2:16])=[C:4]([NH2:9])[N:3]=1. (4) Given the reactants [CH3:1][N+]1([O-])CCOCC1.[CH2:9]([N:16]1[CH2:21][CH2:20][NH:19][C@@H:18]([CH2:22][CH:23]=[O:24])[CH2:17]1)[C:10]1[CH:15]=[CH:14][CH:13]=[CH:12][CH:11]=1.C[Mg]Cl, predict the reaction product. The product is: [CH2:9]([N:16]1[CH2:21][CH2:20][NH:19][C@@H:18]([CH2:22][CH:23]([OH:24])[CH3:1])[CH2:17]1)[C:10]1[CH:11]=[CH:12][CH:13]=[CH:14][CH:15]=1. (5) Given the reactants Br[C:2]1[CH:7]=[CH:6][C:5]([C:8]([N:10]2[CH2:15][CH2:14][N:13]([CH3:16])[CH2:12][CH2:11]2)=[O:9])=[C:4]([N+:17]([O-:19])=[O:18])[CH:3]=1.[B:20]1([B:20]2[O:24][C:23]([CH3:26])([CH3:25])[C:22]([CH3:28])([CH3:27])[O:21]2)[O:24][C:23]([CH3:26])([CH3:25])[C:22]([CH3:28])([CH3:27])[O:21]1.CC([O-])=O.[K+], predict the reaction product. The product is: [CH3:16][N:13]1[CH2:14][CH2:15][N:10]([C:8]([C:5]2[CH:6]=[CH:7][C:2]([B:20]3[O:24][C:23]([CH3:26])([CH3:25])[C:22]([CH3:28])([CH3:27])[O:21]3)=[CH:3][C:4]=2[N+:17]([O-:19])=[O:18])=[O:9])[CH2:11][CH2:12]1. (6) The product is: [O:1]1[CH:5]=[CH:4][CH:3]=[C:2]1[C:6]1[CH:7]=[CH:8][C:9]2[N:10]([CH:12]=[C:13]([C:15]([OH:17])=[O:16])[N:14]=2)[CH:11]=1. Given the reactants [O:1]1[CH:5]=[CH:4][CH:3]=[C:2]1[C:6]1[CH:7]=[CH:8][C:9]2[N:10]([CH:12]=[C:13]([C:15]([O:17]CC)=[O:16])[N:14]=2)[CH:11]=1.CN(C)C1C=CC2N(C=C(C(O)=O)N=2)C=1, predict the reaction product. (7) Given the reactants C([C:3]1[N:8]=[C:7]2[C:9]([C:19](=[O:28])[NH:20][C@H:21]3[CH2:26][CH2:25][CH2:24][CH2:23][C@@H:22]3[OH:27])=[CH:10][N:11]([C:12](OC(C)(C)C)=O)[C:6]2=[CH:5][CH:4]=1)#N.C(=O)([O-])[O-].[Cs+].[Cs+], predict the reaction product. The product is: [OH:27][C@H:22]1[CH2:23][CH2:24][CH2:25][CH2:26][C@@H:21]1[NH:20][C:19]([C:9]1[C:7]2=[N:8][CH:3]=[CH:4][CH:5]=[C:6]2[N:11]([CH2:12][C:5]2[CH:4]=[CH:3][N:8]=[CH:7][CH:6]=2)[CH:10]=1)=[O:28]. (8) Given the reactants Cl[C:2]1[CH:7]=[C:6]([N:8]2[CH2:13][CH2:12][N:11]([CH3:14])[CH2:10][CH2:9]2)[N:5]=[C:4]([NH2:15])[N:3]=1.[CH2:16]1[C:25]2[C:20](=[CH:21][CH:22]=[C:23]([C:26]#[N:27])[CH:24]=2)[CH2:19][CH2:18][NH:17]1, predict the reaction product. The product is: [NH2:15][C:4]1[N:3]=[C:2]([N:17]2[CH2:18][CH2:19][C:20]3[C:25](=[CH:24][C:23]([C:26]#[N:27])=[CH:22][CH:21]=3)[CH2:16]2)[CH:7]=[C:6]([N:8]2[CH2:13][CH2:12][N:11]([CH3:14])[CH2:10][CH2:9]2)[N:5]=1. (9) Given the reactants C(OC1C=CC(C[C@H](NC([C@@H](/C=C/CCCCCCC(F)(F)CCCCCCC)[C@@](O)(CCC)C(O)=O)=O)C(O)=O)=CC=1)C#CC.[CH2:47]([O:51][C:52]1[CH:57]=[CH:56][C:55]([CH2:58][C@H:59]([NH:64][C:65]([C@@H:67](/[CH:76]=[CH:77]/[CH2:78][CH2:79][CH2:80][CH2:81][CH2:82][CH2:83][S:84]([CH2:87][CH2:88][CH2:89][CH2:90][CH2:91][CH2:92][CH3:93])(=[O:86])=[O:85])[C@@:68]([OH:75])([CH2:72][CH2:73][CH3:74])[C:69]([OH:71])=[O:70])=[O:66])[C:60]([O:62]C)=[O:61])=[CH:54][CH:53]=1)[C:48]#[C:49][CH3:50], predict the reaction product. The product is: [CH2:47]([O:51][C:52]1[CH:53]=[CH:54][C:55]([CH2:58][C@H:59]([NH:64][C:65]([C@@H:67](/[CH:76]=[CH:77]/[CH2:78][CH2:79][CH2:80][CH2:81][CH2:82][CH2:83][S:84]([CH2:87][CH2:88][CH2:89][CH2:90][CH2:91][CH2:92][CH3:93])(=[O:85])=[O:86])[C@@:68]([OH:75])([CH2:72][CH2:73][CH3:74])[C:69]([OH:71])=[O:70])=[O:66])[C:60]([OH:62])=[O:61])=[CH:56][CH:57]=1)[C:48]#[C:49][CH3:50].